From a dataset of Full USPTO retrosynthesis dataset with 1.9M reactions from patents (1976-2016). Predict the reactants needed to synthesize the given product. (1) Given the product [CH3:29][O:28][C:26](=[O:27])[CH2:25][CH2:24][CH2:23][CH2:22][CH2:21][CH2:20][CH2:19][CH2:18][CH2:17][CH2:16][CH2:15][S:2][C:3]1[NH:11][CH:10]=[N:9][C:8]2[C:4]=1[N:5]=[CH:6][N:7]=2, predict the reactants needed to synthesize it. The reactants are: O.[SH:2][C:3]1[N:11]=[CH:10][N:9]=[C:8]2[C:4]=1[NH:5][CH:6]=[N:7]2.[OH-].[K+].Br[CH2:15][CH2:16][CH2:17][CH2:18][CH2:19][CH2:20][CH2:21][CH2:22][CH2:23][CH2:24][CH2:25][C:26]([O:28][CH3:29])=[O:27].[Na+].[I-]. (2) The reactants are: [Cl:1][C:2]1[CH:7]=[CH:6][C:5]([NH:8][C:9](=[O:22])[C:10]2[CH:15]=[CH:14][C:13]([CH2:16][S:17]([CH3:20])(=[O:19])=[O:18])=[C:12]([OH:21])[CH:11]=2)=[CH:4][C:3]=1[C:23]1[CH:28]=[CH:27][CH:26]=[CH:25][N:24]=1.I[CH3:30]. Given the product [Cl:1][C:2]1[CH:7]=[CH:6][C:5]([NH:8][C:9](=[O:22])[C:10]2[CH:15]=[CH:14][C:13]([CH2:16][S:17]([CH3:20])(=[O:19])=[O:18])=[C:12]([O:21][CH3:30])[CH:11]=2)=[CH:4][C:3]=1[C:23]1[CH:28]=[CH:27][CH:26]=[CH:25][N:24]=1, predict the reactants needed to synthesize it.